This data is from Reaction yield outcomes from USPTO patents with 853,638 reactions. The task is: Predict the reaction yield, written as a fraction of the theoretical maximum amount of product (1.0 means a 100% yield; for example, 0.34 means a 34% yield). (1) The catalyst is O1CCCC1.[Cl-].[Na+].O. The yield is 0.980. The reactants are [C:1]([N:9]=[C:10]=[S:11])(=[O:8])[C:2]1[CH:7]=[CH:6][CH:5]=[CH:4][CH:3]=1.[NH2:12][C:13]1([C:30]2[CH:35]=[CH:34][CH:33]=[CH:32][CH:31]=2)[CH:17]([CH2:18][OH:19])[CH2:16][N:15]([C:20]([O:22][CH2:23][C:24]2[CH:29]=[CH:28][CH:27]=[CH:26][CH:25]=2)=[O:21])[CH2:14]1. The product is [C:1]([NH:9][C:10]([NH:12][C:13]1([C:30]2[CH:35]=[CH:34][CH:33]=[CH:32][CH:31]=2)[CH:17]([CH2:18][OH:19])[CH2:16][N:15]([C:20]([O:22][CH2:23][C:24]2[CH:25]=[CH:26][CH:27]=[CH:28][CH:29]=2)=[O:21])[CH2:14]1)=[S:11])(=[O:8])[C:2]1[CH:7]=[CH:6][CH:5]=[CH:4][CH:3]=1. (2) The reactants are [Si]([O:8][CH2:9][C:10]1[S:14][C:13]([C:15]2[N:20]=[C:19]([NH:21][C:22]3[NH:26][N:25]=[C:24]([CH:27]4[CH2:29][CH2:28]4)[CH:23]=3)[C:18]([C:30]#[CH:31])=[CH:17][N:16]=2)=[CH:12][CH:11]=1)(C(C)(C)C)(C)C.CCCC[N+](CCCC)(CCCC)CCCC.[F-]. The catalyst is C1COCC1. The product is [CH:27]1([C:24]2[NH:25][N:26]=[C:22]([NH:21][C:19]3[C:18]([C:30]#[CH:31])=[CH:17][N:16]=[C:15]([C:13]4[S:14][C:10]([CH2:9][OH:8])=[CH:11][CH:12]=4)[N:20]=3)[CH:23]=2)[CH2:29][CH2:28]1. The yield is 0.220. (3) The reactants are [H-].[H-].[H-].[H-].[Li+].[Al+3].[CH2:7]([O:14][C:15]1[C:20]2[CH2:21][CH2:22][O:23][C:19]=2[CH:18]=[C:17]([C:24](OCC)=[O:25])[CH:16]=1)[C:8]1[CH:13]=[CH:12][CH:11]=[CH:10][CH:9]=1.[O-]S([O-])(=O)=O.[Na+].[Na+]. The catalyst is C1COCC1. The product is [CH2:7]([O:14][C:15]1[C:20]2[CH2:21][CH2:22][O:23][C:19]=2[CH:18]=[C:17]([CH2:24][OH:25])[CH:16]=1)[C:8]1[CH:9]=[CH:10][CH:11]=[CH:12][CH:13]=1. The yield is 1.00. (4) The reactants are [CH2:1]([N:8]1[C:16]2[C:15]([O:17][C:18]3[C:23]([CH3:24])=[CH:22][C:21]([C:25](=[O:27])[CH3:26])=[CH:20][C:19]=3[CH3:28])=[N:14][C:13](Cl)=[N:12][C:11]=2[CH:10]=[CH:9]1)[C:2]1[CH:7]=[CH:6][CH:5]=[CH:4][CH:3]=1.[NH2:30][C:31]1[CH:38]=[CH:37][C:34]([C:35]#[N:36])=[CH:33][CH:32]=1.C(O)(C(F)(F)F)=O. The catalyst is O. The product is [C:25]([C:21]1[CH:22]=[C:23]([CH3:24])[C:18]([O:17][C:15]2[C:16]3[N:8]([CH2:1][C:2]4[CH:7]=[CH:6][CH:5]=[CH:4][CH:3]=4)[CH:9]=[CH:10][C:11]=3[N:12]=[C:13]([NH:30][C:31]3[CH:38]=[CH:37][C:34]([C:35]#[N:36])=[CH:33][CH:32]=3)[N:14]=2)=[C:19]([CH3:28])[CH:20]=1)(=[O:27])[CH3:26]. The yield is 0.510. (5) The reactants are Cl.Cl.[NH:3]1[CH2:8][CH2:7][CH:6]([O:9][C:10]2[N:15]=[CH:14][CH:13]=[CH:12][N:11]=2)[CH2:5][CH2:4]1.C(N(C(C)C)CC)(C)C.[N:25]([CH2:28][C:29]1[CH:34]=[CH:33][CH:32]=[CH:31][C:30]=1[O:35][CH3:36])=[C:26]=[O:27]. No catalyst specified. The product is [CH3:36][O:35][C:30]1[CH:31]=[CH:32][CH:33]=[CH:34][C:29]=1[CH2:28][NH:25][C:26]([N:3]1[CH2:4][CH2:5][CH:6]([O:9][C:10]2[N:11]=[CH:12][CH:13]=[CH:14][N:15]=2)[CH2:7][CH2:8]1)=[O:27]. The yield is 0.777. (6) The yield is 0.890. The product is [C:29]([N:26]1[CH2:27][CH2:28][N:23]([C:21](=[O:22])[CH:20]([NH:32][C:33]([O:35][C:36]([CH3:39])([CH3:38])[CH3:37])=[O:34])[CH2:19][C:16]2[CH:17]=[CH:18][C:13]([O:12][C:9]3[CH:10]=[CH:11][C:6]([CH2:5][CH2:4][C:3]([OH:40])=[O:2])=[CH:7][CH:8]=3)=[CH:14][CH:15]=2)[CH2:24][CH2:25]1)(=[O:31])[CH3:30]. The reactants are C[O:2][C:3](=[O:40])[CH2:4][CH2:5][C:6]1[CH:11]=[CH:10][C:9]([O:12][C:13]2[CH:18]=[CH:17][C:16]([CH2:19][CH:20]([NH:32][C:33]([O:35][C:36]([CH3:39])([CH3:38])[CH3:37])=[O:34])[C:21]([N:23]3[CH2:28][CH2:27][N:26]([C:29](=[O:31])[CH3:30])[CH2:25][CH2:24]3)=[O:22])=[CH:15][CH:14]=2)=[CH:8][CH:7]=1.[OH-].[Li+]. The catalyst is C1COCC1.O. (7) The reactants are [F:1][C:2]1[C:7]([N+:8]([O-:10])=[O:9])=[CH:6][C:5]([OH:11])=[C:4]([CH3:12])[CH:3]=1.[C:13]([O-])([O-])=O.[K+].[K+].CI. The catalyst is CN(C)C=O. The product is [F:1][C:2]1[CH:3]=[C:4]([CH3:12])[C:5]([O:11][CH3:13])=[CH:6][C:7]=1[N+:8]([O-:10])=[O:9]. The yield is 0.930. (8) The reactants are [NH2:1][C:2]1[NH:6][N:5]=[C:4]([C:7]2[CH:12]=[CH:11][CH:10]=[CH:9][CH:8]=2)[CH:3]=1.C(=O)(O)[O-].[Na+].[C:18](Cl)(Cl)=[S:19].[OH-].[NH4+:23].C(O)(=O)CC(CC(O)=O)(C(O)=O)O. The catalyst is O1CCOCC1. The product is [C:7]1([C:4]2[CH:3]=[C:2]([NH:1][C:18]([NH2:23])=[S:19])[NH:6][N:5]=2)[CH:12]=[CH:11][CH:10]=[CH:9][CH:8]=1. The yield is 0.910. (9) The reactants are [NH2:1][C:2]1[CH:7]=[CH:6][C:5](N)=[CH:4][C:3]=1[S:9]([NH2:12])(=[O:11])=[O:10].[N:13]1C=CC=CC=1.[CH3:19][S:20](Cl)(=[O:22])=[O:21]. The catalyst is ClCCl. The product is [NH2:1][C:2]1[CH:7]=[C:6]([NH:13][S:20]([CH3:19])(=[O:22])=[O:21])[CH:5]=[CH:4][C:3]=1[S:9]([NH2:12])(=[O:11])=[O:10]. The yield is 0.680. (10) The reactants are Cl[C:2]1[N:7]=[CH:6][N:5]=[C:4]([NH:8][C:9]2[CH:14]=[CH:13][CH:12]=[C:11]([NH2:15])[N:10]=2)[CH:3]=1.[NH2:16][C:17]1[CH:22]=[CH:21][CH:20]=[CH:19][CH:18]=1. The catalyst is CCCCO.CO. The product is [NH2:15][C:11]1[N:10]=[C:9]([NH:8][C:4]2[CH:3]=[C:2]([NH:16][C:17]3[CH:22]=[CH:21][CH:20]=[CH:19][CH:18]=3)[N:7]=[CH:6][N:5]=2)[CH:14]=[CH:13][CH:12]=1. The yield is 0.830.